Dataset: Reaction yield outcomes from USPTO patents with 853,638 reactions. Task: Predict the reaction yield, written as a fraction of the theoretical maximum amount of product (1.0 means a 100% yield; for example, 0.34 means a 34% yield). (1) The product is [Cl:1][C:2]1[CH:7]=[C:6]([Cl:8])[CH:5]=[CH:4][C:3]=1[NH:9][C:10]1[N:15]2[N:16]=[CH:17][C:18]([S:19]([NH:22][C:38](=[O:41])[CH2:39][CH3:40])(=[O:21])=[O:20])=[C:14]2[N:13]=[CH:12][C:11]=1[C:23]([N:25]1[CH2:26][CH2:27][CH:28]([C:31]2[CH:32]=[CH:33][C:34]([F:37])=[CH:35][CH:36]=2)[CH2:29][CH2:30]1)=[O:24]. The yield is 0.620. No catalyst specified. The reactants are [Cl:1][C:2]1[CH:7]=[C:6]([Cl:8])[CH:5]=[CH:4][C:3]=1[NH:9][C:10]1[N:15]2[N:16]=[CH:17][C:18]([S:19]([NH2:22])(=[O:21])=[O:20])=[C:14]2[N:13]=[CH:12][C:11]=1[C:23]([N:25]1[CH2:30][CH2:29][CH:28]([C:31]2[CH:36]=[CH:35][C:34]([F:37])=[CH:33][CH:32]=2)[CH2:27][CH2:26]1)=[O:24].[C:38](O)(=[O:41])[CH2:39][CH3:40]. (2) The reactants are [CH3:1][O:2][C:3]1[CH:4]=[C:5]([CH:10]=[C:11]([O:14][CH3:15])[C:12]=1[OH:13])[CH:6]=[CH:7][CH:8]=O.[C:16]([CH2:18][C:19]([N-:21][CH2:22][CH2:23][C:24]1[CH:29]=[CH:28][CH:27]=[CH:26][CH:25]=1)=[O:20])#[N:17]. No catalyst specified. The product is [C:24]1([CH2:23][CH2:22][NH:21][C:19](/[C:18](=[CH:8]/[CH:7]=[CH:6]/[C:5]2[CH:4]=[C:3]([O:2][CH3:1])[C:12]([OH:13])=[C:11]([O:14][CH3:15])[CH:10]=2)/[C:16]#[N:17])=[O:20])[CH:29]=[CH:28][CH:27]=[CH:26][CH:25]=1. The yield is 0.830. (3) The reactants are [CH3:1][C:2]1[CH:10]=[CH:9][C:8]([N:11]([CH3:20])[S:12]([C:15]2[S:16][CH:17]=[CH:18][CH:19]=2)(=[O:14])=[O:13])=[C:7]2[C:3]=1[CH:4]=[C:5]([C:21](=[S:23])[NH2:22])[NH:6]2.[C:24]([O:29][CH2:30][CH3:31])(=[O:28])[C:25]#[C:26][CH3:27].C(P(CCCC)CCCC)CCC.O1CCCC1. The catalyst is C1(C)C=CC=CC=1. The product is [CH3:1][C:2]1[CH:10]=[CH:9][C:8]([N:11]([CH3:20])[S:12]([C:15]2[S:16][CH:17]=[CH:18][CH:19]=2)(=[O:14])=[O:13])=[C:7]2[C:3]=1[CH:4]=[C:5]([C:21]1[S:23][CH:26]([CH2:25][C:24]([O:29][CH2:30][CH3:31])=[O:28])[CH2:27][N:22]=1)[NH:6]2. The yield is 0.640. (4) The reactants are [C:1]([NH:5][C:6](=[O:8])[OH:7])([CH3:4])([CH3:3])[CH3:2].C[O:10][CH2:11][C:12]1([S:15]([NH2:18])(=[O:17])=[O:16])[CH2:14][CH2:13]1.[CH2:19]([N:22]=C=O)[CH2:20][CH3:21]. No catalyst specified. The product is [C:1]([NH:5][C:6](=[O:7])[OH:8])([CH3:4])([CH3:3])[CH3:2].[CH2:19]([NH:22][C:11]([C:12]1([S:15]([NH2:18])(=[O:17])=[O:16])[CH2:14][CH2:13]1)=[O:10])[CH2:20][CH3:21]. The yield is 1.00. (5) The reactants are [Cl:1][C:2]1[CH:7]=[CH:6][N:5]=[C:4]([CH:8]=[N:9][S@@:10]([C:12]([CH3:15])([CH3:14])[CH3:13])=[O:11])[CH:3]=1.Br[CH2:17][CH:18]=[CH2:19]. The catalyst is C1COCC1. The product is [Cl:1][C:2]1[CH:7]=[CH:6][N:5]=[C:4]([C@H:8]([NH:9][S@@:10]([C:12]([CH3:15])([CH3:14])[CH3:13])=[O:11])[CH2:19][CH:18]=[CH2:17])[CH:3]=1. The yield is 0.760. (6) The reactants are Cl[C:2]1[C:11]([CH:12]2[O:16][CH2:15][CH2:14][O:13]2)=[CH:10][C:9]2[C:4](=[CH:5][CH:6]=[C:7]([O:17][CH3:18])[CH:8]=2)[N:3]=1.[CH2:19]([Mg]Cl)[CH2:20][CH2:21][CH3:22]. The catalyst is C1COCC1. The product is [CH2:19]([C:2]1[C:11]([CH:12]2[O:16][CH2:15][CH2:14][O:13]2)=[CH:10][C:9]2[C:4](=[CH:5][CH:6]=[C:7]([O:17][CH3:18])[CH:8]=2)[N:3]=1)[CH2:20][CH2:21][CH3:22]. The yield is 0.570.